This data is from Reaction yield outcomes from USPTO patents with 853,638 reactions. The task is: Predict the reaction yield, written as a fraction of the theoretical maximum amount of product (1.0 means a 100% yield; for example, 0.34 means a 34% yield). (1) The product is [CH2:60]([NH:64][C:24]([C:16]1[CH:17]=[C:18]2[C:22](=[CH:23][C:15]=1[NH:14][C:12]([C:3]1[C:2](=[O:1])[C:11]3[C:6](=[CH:7][CH:8]=[CH:9][CH:10]=3)[NH:5][CH:4]=1)=[O:13])[NH:21][CH:20]=[CH:19]2)=[O:25])[CH:61]([CH3:63])[CH3:62]. The reactants are [O:1]=[C:2]1[C:11]2[C:6](=[CH:7][CH:8]=[CH:9][CH:10]=2)[NH:5][CH:4]=[C:3]1[C:12]([NH:14][C:15]1[CH:23]=[C:22]2[C:18]([CH:19]=[CH:20][NH:21]2)=[CH:17][C:16]=1[C:24](O)=[O:25])=[O:13].CN(C(ON1N=NC2C=CC=NC1=2)=[N+](C)C)C.F[P-](F)(F)(F)(F)F.CCN(C(C)C)C(C)C.[CH2:60]([NH2:64])[CH:61]([CH3:63])[CH3:62]. The yield is 0.660. The catalyst is CN(C=O)C. (2) The reactants are [O:1]1[C:5]2([CH2:10][CH2:9][CH:8]([OH:11])[CH2:7][CH2:6]2)[O:4][CH2:3][CH2:2]1.[H-].[Na+].[Si:14]([O:21][CH2:22][C@H:23]1[CH2:34][CH2:33][C:32]2[S:31][C:30]3[N:29]=[CH:28][N:27]=[C:26](Cl)[C:25]=3[C:24]1=2)([C:17]([CH3:20])([CH3:19])[CH3:18])([CH3:16])[CH3:15]. The catalyst is C1COCC1. The product is [Si:14]([O:21][CH2:22][C@H:23]1[CH2:34][CH2:33][C:32]2[S:31][C:30]3[N:29]=[CH:28][N:27]=[C:26]([O:11][CH:8]4[CH2:9][CH2:10][C:5]5([O:4][CH2:3][CH2:2][O:1]5)[CH2:6][CH2:7]4)[C:25]=3[C:24]1=2)([C:17]([CH3:20])([CH3:18])[CH3:19])([CH3:16])[CH3:15]. The yield is 0.880.